From a dataset of Forward reaction prediction with 1.9M reactions from USPTO patents (1976-2016). Predict the product of the given reaction. (1) Given the reactants [CH2:1]([O:3][C:4]([C:6]1[N:7]=[C:8]([C:20]2[CH:25]=[CH:24][CH:23]=[CH:22][C:21]=2[Cl:26])[N:9]([C:13]2[CH:18]=[CH:17][C:16]([Cl:19])=[CH:15][CH:14]=2)[C:10]=1[CH:11]=O)=[O:5])[CH3:2].O.[NH2:28][NH2:29], predict the reaction product. The product is: [CH2:1]([O:3][C:4]([C:6]1[N:7]=[C:8]([C:20]2[CH:25]=[CH:24][CH:23]=[CH:22][C:21]=2[Cl:26])[N:9]([C:13]2[CH:14]=[CH:15][C:16]([Cl:19])=[CH:17][CH:18]=2)[C:10]=1[CH:11]=[N:28][NH2:29])=[O:5])[CH3:2]. (2) Given the reactants C(N(CC)CC)C.[CH3:8][C:9]1[O:13][N:12]=[C:11]([C:14]2[CH:19]=[CH:18][CH:17]=[CH:16][CH:15]=2)[C:10]=1[C:20](Cl)=[O:21].CC1C=C(C)C=C(C)C=1C(Cl)=O.[OH:35]/[N:36]=[C:37](/[C:39]1[N:40]=[C:41]([CH3:44])[S:42][CH:43]=1)\[NH2:38], predict the reaction product. The product is: [CH3:44][C:41]1[S:42][CH:43]=[C:39](/[C:37](=[N:36]\[O:35][C:20]([C:10]2[C:11]([C:14]3[CH:19]=[CH:18][CH:17]=[CH:16][CH:15]=3)=[N:12][O:13][C:9]=2[CH3:8])=[O:21])/[NH2:38])[N:40]=1.